Dataset: Reaction yield outcomes from USPTO patents with 853,638 reactions. Task: Predict the reaction yield, written as a fraction of the theoretical maximum amount of product (1.0 means a 100% yield; for example, 0.34 means a 34% yield). (1) The reactants are [CH:1]([C:4]1[CH:9]=[CH:8][C:7]([CH:10]2[C:14]3[C:15]([CH3:29])=[C:16]([NH:21][C:22](=[O:28])[C:23]([O:25]CC)=O)[C:17]([CH3:20])=[C:18]([CH3:19])[C:13]=3[O:12][CH2:11]2)=[CH:6][CH:5]=1)([CH3:3])[CH3:2].[C:30]([Mg]Cl)([CH3:33])([CH3:32])[CH3:31]. The catalyst is C1COCC1. The product is [OH:25][CH:23]([C:30]([CH3:33])([CH3:32])[CH3:31])[C:22]([NH:21][C:16]1[C:17]([CH3:20])=[C:18]([CH3:19])[C:13]2[O:12][CH2:11][CH:10]([C:7]3[CH:6]=[CH:5][C:4]([CH:1]([CH3:2])[CH3:3])=[CH:9][CH:8]=3)[C:14]=2[C:15]=1[CH3:29])=[O:28]. The yield is 0.380. (2) The reactants are [Cl:1][C:2]1[CH:3]=[CH:4][C:5]([C:24](OC)=[O:25])=[C:6]2[C:10]=1[N:9]=[C:8]1[N:11]([C:15]3[CH:20]=[CH:19][C:18]([O:21][CH3:22])=[CH:17][C:16]=3[Cl:23])[CH2:12][CH2:13][CH2:14][N:7]21.[BH4-].[Li+].[Li]. The catalyst is O1CCCC1. The product is [Cl:1][C:2]1[C:10]2[N:9]=[C:8]3[N:11]([C:15]4[CH:20]=[CH:19][C:18]([O:21][CH3:22])=[CH:17][C:16]=4[Cl:23])[CH2:12][CH2:13][CH2:14][N:7]3[C:6]=2[C:5]([CH2:24][OH:25])=[CH:4][CH:3]=1. The yield is 0.930. (3) The reactants are Cl.Cl.[C:3]1([CH2:9][O:10][NH:11][CH:12]2[C:21]3[C:16](=[CH:17][CH:18]=[CH:19][CH:20]=3)[NH:15][NH:14][CH2:13]2)[CH:8]=[CH:7][CH:6]=[CH:5][CH:4]=1.C(N(CC)CC)C.[O:29]=[C:30](Cl)OC(Cl)(Cl)Cl.CN(C1C=CC=CN=1)C. The catalyst is C(#N)C. The product is [C:3]1([CH2:9][O:10][N:11]2[CH:12]3[CH2:13][N:14]([NH:15][C:16]4[CH:17]=[CH:18][CH:19]=[CH:20][C:21]=43)[C:30]2=[O:29])[CH:4]=[CH:5][CH:6]=[CH:7][CH:8]=1. The yield is 0.680. (4) The reactants are [NH2:1][C:2]1[NH:6][N:5]=[C:4]([C:7]([OH:9])=[O:8])[CH:3]=1.[CH2:10]([O:12][C:13](=[O:24])[C:14](=[CH:20]OCC)[C:15](OCC)=[O:16])[CH3:11]. The catalyst is C(O)(=O)C. The product is [CH2:10]([O:12][C:13]([C:14]1[C:15](=[O:16])[N:6]2[N:5]=[C:4]([C:7]([OH:9])=[O:8])[CH:3]=[C:2]2[NH:1][CH:20]=1)=[O:24])[CH3:11]. The yield is 0.300.